From a dataset of Forward reaction prediction with 1.9M reactions from USPTO patents (1976-2016). Predict the product of the given reaction. (1) Given the reactants [Br:1][C:2]1[CH:7]=[CH:6][C:5]([C:8]2([C:12]([OH:14])=O)[CH2:11][CH2:10][CH2:9]2)=[CH:4][CH:3]=1.C(N(CC)CC)C.ClC(OCC)=O.[N-:28]=[N+:29]=[N-:30].[Na+], predict the reaction product. The product is: [N:28]([C:12]([C:8]1([C:5]2[CH:6]=[CH:7][C:2]([Br:1])=[CH:3][CH:4]=2)[CH2:11][CH2:10][CH2:9]1)=[O:14])=[N+:29]=[N-:30]. (2) Given the reactants [Br:1][C:2]1[CH:3]=[C:4]([C:10]2[CH:17]=[CH:16][C:15]([C:18]([F:21])([F:20])[F:19])=[CH:14][C:11]=2[CH:12]=O)[C:5]([O:8][CH3:9])=[N:6][CH:7]=1.[CH2:22]([NH2:29])[C:23]1[CH:28]=[CH:27][CH:26]=[CH:25][CH:24]=1, predict the reaction product. The product is: [CH2:22]([NH:29][CH2:12][C:11]1[CH:14]=[C:15]([C:18]([F:21])([F:20])[F:19])[CH:16]=[CH:17][C:10]=1[C:4]1[C:5]([O:8][CH3:9])=[N:6][CH:7]=[C:2]([Br:1])[CH:3]=1)[C:23]1[CH:28]=[CH:27][CH:26]=[CH:25][CH:24]=1.